Dataset: Full USPTO retrosynthesis dataset with 1.9M reactions from patents (1976-2016). Task: Predict the reactants needed to synthesize the given product. Given the product [Br:9][C:6]1[CH:7]=[CH:8][C:3]([C:17]2([OH:20])[CH2:18][CH2:19][C:14]3([O:13][CH2:12][CH2:11][O:10]3)[CH2:15][CH2:16]2)=[CH:4][CH:5]=1, predict the reactants needed to synthesize it. The reactants are: [Mg].Br[C:3]1[CH:8]=[CH:7][C:6]([Br:9])=[CH:5][CH:4]=1.[O:10]1[C:14]2([CH2:19][CH2:18][C:17](=[O:20])[CH2:16][CH2:15]2)[O:13][CH2:12][CH2:11]1.[NH4+].[Cl-].